From a dataset of Experimentally validated miRNA-target interactions with 360,000+ pairs, plus equal number of negative samples. Binary Classification. Given a miRNA mature sequence and a target amino acid sequence, predict their likelihood of interaction. (1) The miRNA is hsa-miR-4735-3p with sequence AAAGGUGCUCAAAUUAGACAU. The protein sequence of the target gene is MCKGLAALPHSCLERAKEIKIKLGILLQKPDSAVDLVIPYNEKPEKPAKAHKPSLEEVLQWRQSLDKLLQNSYGFASFKSFLKSEFSEENLEFWVACENYKKIKSPIKMAEKAKQIYEEFIQTEAPKEVNIDHFTKDITMKNLVEPSPRSFDLAQKRIYALMEKDSLPRFVRSEFYKELIK. Result: 0 (no interaction). (2) The miRNA is hsa-miR-4666b with sequence UUGCAUGUCAGAUUGUAAUUCCC. The protein sequence of the target gene is MAAAKDTHEDHDTSTENTDESNHDPQFEPIVSLPEQEIKTLEEDEEELFKMRAKLFRFASENDLPEWKERGTGDVKLLKHKEKGAIRLLMRRDKTLKICANHYITPMMELKPNAGSDRAWVWNTHADFADECPKPELLAIRFLNAENAQKFKTKFEECRKEIEEREKKAGSGKNDHAEKVAEKLEALSVKEETKEDAEEKQ. Result: 0 (no interaction). (3) The protein sequence of the target gene is MMDGRLLEHPHAQFGGSLGGVVGFPYPLGHHHVYELAGHQLQSAAAAAAAASVPFSIDGLLSGSCAAAAASVVNPTPLLPAACGVAGESQPFKLADSGDPDKESPGCKRRRTRTNFTGWQLEELEKAFNESHYPDVFMREALALRLDLVESRVQVWFQNRRAKWRKKENTKKGPGRPAHNSHPTTCSGEPMDPEEIARKELEKMEKKKRKHEKKLLKSQSRHLHSPGGLSLHSAPSSDSDSGGGGLSPEPPEPPPPTAAAKGPGAHGSGIAGSAPVPPGEPPAPGTCDPAFYPSQRSGAG.... Result: 1 (interaction). The miRNA is mmu-miR-592-5p with sequence AUUGUGUCAAUAUGCGAUGAUGU. (4) The miRNA is mmu-miR-466b-3p with sequence AUACAUACACGCACACAUAAGA. The protein sequence of the target gene is MHPARPALWAAALTALTLLRGPPVARAGAGAVGAGPVVRCEPCDARALSQCAPPPTAPACTELVREPGCGCCLTCALREGDACGVYTERCGTGLRCQPRPAEQYPLRALLNGRGFCANASAAGSLSTYLPSQPAPGNISESEEEHNAGSVESQVVPSTHRVTDSKFHPLHAKMDVIKKGHARDSQRYKVDYESQSTDTQNFSSESKRETEYGPCRREMEDTLNHLKFLNVLSPRGVHIPNCDKKGFYKKKQCRPSKGRKRGFCWCVDKYGQPLPGYDTKGKDDVHCLSVQSQ. Result: 0 (no interaction). (5) The miRNA is hsa-miR-628-5p with sequence AUGCUGACAUAUUUACUAGAGG. The protein sequence of the target gene is MFRSKRSGLVRRLWRSRVVPDREEGGSGGGGGGDEDGSLGSRAEPAPRAREGGGCGRSEVRPVAPRRPRDAVGQRGAQGAGRRRRAGGPPRPMSEPGAGAGSSLLDVAEPGGPGWLPESDCETVTCCLFSERDAAGAPRDASDPLAGAALEPAGGGRSREARSRLLLLEQELKTVTYSLLKRLKERSLDTLLEAVESRGGVPGGCVLVPRADLRLGGQPAPPQLLLGRLFRWPDLQHAVELKPLCGCHSFAAAADGPTVCCNPYHFSRLCGPESPPPPYSRLSPRDEYKPLDLSDSTLSY.... Result: 0 (no interaction).